This data is from Reaction yield outcomes from USPTO patents with 853,638 reactions. The task is: Predict the reaction yield, written as a fraction of the theoretical maximum amount of product (1.0 means a 100% yield; for example, 0.34 means a 34% yield). The reactants are [C:1]([N:4]1[C:13]2[C:8](=[CH:9][C:10]([C:14]3[CH:15]=[CH:16][C:17]([C:20]([N:22]4[CH2:27][CH2:26][CH:25]([NH:28]C(=O)OC(C)(C)C)[CH2:24][CH2:23]4)=[O:21])=[N:18][CH:19]=3)=[CH:11][CH:12]=2)[C@H:7]([NH:36][C:37]2[CH:42]=[CH:41][C:40]([C:43]#[N:44])=[CH:39][N:38]=2)[CH2:6][C@@H:5]1[CH3:45])(=[O:3])[CH3:2].C(O)(C(F)(F)F)=O.[ClH:53]. The catalyst is C(Cl)Cl.CO.C(OCC)C. The product is [ClH:53].[C:1]([N:4]1[C:13]2[C:8](=[CH:9][C:10]([C:14]3[CH:19]=[N:18][C:17]([C:20]([N:22]4[CH2:27][CH2:26][CH:25]([NH2:28])[CH2:24][CH2:23]4)=[O:21])=[CH:16][CH:15]=3)=[CH:11][CH:12]=2)[C@H:7]([NH:36][C:37]2[CH:42]=[CH:41][C:40]([C:43]#[N:44])=[CH:39][N:38]=2)[CH2:6][C@@H:5]1[CH3:45])(=[O:3])[CH3:2]. The yield is 0.0859.